From a dataset of NCI-60 drug combinations with 297,098 pairs across 59 cell lines. Regression. Given two drug SMILES strings and cell line genomic features, predict the synergy score measuring deviation from expected non-interaction effect. (1) Drug 1: C1=CC(=C2C(=C1NCCNCCO)C(=O)C3=C(C=CC(=C3C2=O)O)O)NCCNCCO. Drug 2: CN(C(=O)NC(C=O)C(C(C(CO)O)O)O)N=O. Cell line: PC-3. Synergy scores: CSS=9.85, Synergy_ZIP=-10.8, Synergy_Bliss=-10.4, Synergy_Loewe=-15.6, Synergy_HSA=-8.24. (2) Drug 1: CC12CCC(CC1=CCC3C2CCC4(C3CC=C4C5=CN=CC=C5)C)O. Drug 2: CCC1=C2CN3C(=CC4=C(C3=O)COC(=O)C4(CC)O)C2=NC5=C1C=C(C=C5)O. Cell line: SF-268. Synergy scores: CSS=46.4, Synergy_ZIP=4.39, Synergy_Bliss=4.44, Synergy_Loewe=-27.5, Synergy_HSA=2.90. (3) Synergy scores: CSS=52.0, Synergy_ZIP=2.22, Synergy_Bliss=3.34, Synergy_Loewe=-8.99, Synergy_HSA=4.17. Drug 1: COC1=NC(=NC2=C1N=CN2C3C(C(C(O3)CO)O)O)N. Drug 2: CCCCC(=O)OCC(=O)C1(CC(C2=C(C1)C(=C3C(=C2O)C(=O)C4=C(C3=O)C=CC=C4OC)O)OC5CC(C(C(O5)C)O)NC(=O)C(F)(F)F)O. Cell line: HCT-15. (4) Drug 1: CC12CCC3C(C1CCC2=O)CC(=C)C4=CC(=O)C=CC34C. Drug 2: C1CC(=O)NC(=O)C1N2C(=O)C3=CC=CC=C3C2=O. Cell line: PC-3. Synergy scores: CSS=44.7, Synergy_ZIP=1.56, Synergy_Bliss=-0.222, Synergy_Loewe=0.381, Synergy_HSA=1.66. (5) Drug 1: CC1C(C(CC(O1)OC2CC(CC3=C2C(=C4C(=C3O)C(=O)C5=C(C4=O)C(=CC=C5)OC)O)(C(=O)CO)O)N)O. Drug 2: CN1C=C(C=N1)C2=C3N=C(C(=C(N3N=C2)N)Br)C4CCCNC4. Cell line: NCIH23. Synergy scores: CSS=82.8, Synergy_ZIP=-0.0584, Synergy_Bliss=-0.812, Synergy_Loewe=1.28, Synergy_HSA=5.25. (6) Drug 1: CN(CCCl)CCCl.Cl. Drug 2: C(CN)CNCCSP(=O)(O)O. Cell line: DU-145. Synergy scores: CSS=25.6, Synergy_ZIP=7.36, Synergy_Bliss=7.75, Synergy_Loewe=-25.7, Synergy_HSA=5.28.